From a dataset of Full USPTO retrosynthesis dataset with 1.9M reactions from patents (1976-2016). Predict the reactants needed to synthesize the given product. (1) Given the product [O:4]1[C:8]2[CH:9]=[CH:10][CH:11]=[C:12]([N:13]3[CH2:18][CH2:17][N:16]([CH2:19][CH2:20][C@H:21]4[CH2:26][CH2:25][C@H:24]([NH:27][C:28](=[O:32])[CH2:29][CH2:30][CH3:31])[CH2:23][CH2:22]4)[CH2:15][CH2:14]3)[C:7]=2[O:6][CH2:5]1, predict the reactants needed to synthesize it. The reactants are: Cl.Cl.Cl.[O:4]1[C:8]2[CH:9]=[CH:10][CH:11]=[C:12]([N:13]3[CH2:18][CH2:17][N:16]([CH2:19][CH2:20][C@H:21]4[CH2:26][CH2:25][C@H:24]([NH2:27])[CH2:23][CH2:22]4)[CH2:15][CH2:14]3)[C:7]=2[O:6][CH2:5]1.[C:28](O)(=[O:32])[CH2:29][CH2:30][CH3:31]. (2) Given the product [F:19][C:16]1[CH:17]=[CH:18][C:13]([NH:12][C:4]2[CH:3]=[C:2]([C:26]3[CH:25]=[CH:24][CH:23]=[C:22]([O:21][CH3:20])[CH:27]=3)[CH:11]=[CH:10][C:5]=2[C:6]([OH:8])=[O:7])=[CH:14][CH:15]=1, predict the reactants needed to synthesize it. The reactants are: Br[C:2]1[CH:11]=[CH:10][C:5]([C:6]([O:8]C)=[O:7])=[C:4]([NH:12][C:13]2[CH:18]=[CH:17][C:16]([F:19])=[CH:15][CH:14]=2)[CH:3]=1.[CH3:20][O:21][C:22]1[CH:23]=[C:24](B(O)O)[CH:25]=[CH:26][CH:27]=1.C(=O)([O-])[O-].[Na+].[Na+].